From a dataset of Reaction yield outcomes from USPTO patents with 853,638 reactions. Predict the reaction yield, written as a fraction of the theoretical maximum amount of product (1.0 means a 100% yield; for example, 0.34 means a 34% yield). (1) The reactants are [CH3:1][C:2]([C:9]1[CH:14]=[CH:13][C:12]([N+:15]([O-:17])=[O:16])=[CH:11][CH:10]=1)([CH3:8])[C:3](OCC)=[O:4]. The catalyst is C1COCC1. The product is [CH3:8][C:2]([C:9]1[CH:14]=[CH:13][C:12]([N+:15]([O-:17])=[O:16])=[CH:11][CH:10]=1)([CH3:1])[CH2:3][OH:4]. The yield is 0.890. (2) The reactants are Cl[C:2]1[C:11]2[C:6](=[CH:7][C:8]([O:14][CH3:15])=[C:9]([O:12][CH3:13])[CH:10]=2)[N:5]=[N:4][C:3]=1[C:16]([O:18][CH2:19][CH3:20])=[O:17].C(O)C.[F:24][C:25]1[CH:31]=[C:30]([F:32])[CH:29]=[CH:28][C:26]=1[NH2:27].C(O)(=O)C. The catalyst is N. The product is [F:24][C:25]1[CH:31]=[C:30]([F:32])[CH:29]=[CH:28][C:26]=1[NH:27][C:2]1[C:11]2[C:6](=[CH:7][C:8]([O:14][CH3:15])=[C:9]([O:12][CH3:13])[CH:10]=2)[N:5]=[N:4][C:3]=1[C:16]([O:18][CH2:19][CH3:20])=[O:17]. The yield is 0.880.